Regression/Classification. Given a drug SMILES string, predict its absorption, distribution, metabolism, or excretion properties. Task type varies by dataset: regression for continuous measurements (e.g., permeability, clearance, half-life) or binary classification for categorical outcomes (e.g., BBB penetration, CYP inhibition). Dataset: cyp3a4_veith. From a dataset of CYP3A4 inhibition data for predicting drug metabolism from PubChem BioAssay. (1) The drug is C=C[C@H]1CN2CC[C@@H]1C[C@@H]2[C@@H](O)c1ccnc2ccc(OC)cc12. The result is 0 (non-inhibitor). (2) The molecule is O=C(O)C[C@H](Cc1ccc2c(c1)OCO2)C(=O)O. The result is 0 (non-inhibitor).